Dataset: Reaction yield outcomes from USPTO patents with 853,638 reactions. Task: Predict the reaction yield, written as a fraction of the theoretical maximum amount of product (1.0 means a 100% yield; for example, 0.34 means a 34% yield). (1) The reactants are [CH:1]1([C:5]2[N:6]([C:21]3[CH:26]=[CH:25][CH:24]=[CH:23][CH:22]=3)[C:7](=[O:20])[C:8]3[C:9](=[O:19])[C:10]4[CH:18]=[CH:17][CH:16]=[CH:15][C:11]=4[NH:12][C:13]=3[CH:14]=2)[CH2:4][CH2:3][CH2:2]1.[CH3:27]N(C=O)C.CI. The catalyst is O. The product is [CH:1]1([C:5]2[N:6]([C:21]3[CH:22]=[CH:23][CH:24]=[CH:25][CH:26]=3)[C:7](=[O:20])[C:8]3[C:9](=[O:19])[C:10]4[CH:18]=[CH:17][CH:16]=[CH:15][C:11]=4[N:12]([CH3:27])[C:13]=3[CH:14]=2)[CH2:2][CH2:3][CH2:4]1. The yield is 0.840. (2) The reactants are Br[C:2]1[S:10][C:9]2[C:8](=[O:11])[NH:7][C:6]([CH3:17])([CH2:12][C:13]([F:16])([F:15])[F:14])[N:5]([CH3:18])[C:4]=2[CH:3]=1.[CH3:19][C:20]1[C:24](B2OC(C)(C)C(C)(C)O2)=[CH:23][N:22](C(OC(C)(C)C)=O)[N:21]=1.C(=O)([O-])[O-].[Na+].[Na+].COCCOC. The catalyst is O. The product is [CH3:18][N:5]1[C:4]2[CH:3]=[C:2]([C:24]3[CH:23]=[N:22][NH:21][C:20]=3[CH3:19])[S:10][C:9]=2[C:8](=[O:11])[NH:7][C:6]1([CH3:17])[CH2:12][C:13]([F:16])([F:15])[F:14]. The yield is 0.500. (3) The reactants are [C:1]([C:3]1[CH:11]=[CH:10][C:6]([C:7]([OH:9])=O)=[CH:5][CH:4]=1)#[N:2].[F:12][C:13]1[CH:18]=[CH:17][C:16]([CH:19]([C:23]2[CH:28]=[CH:27][C:26]([F:29])=[CH:25][CH:24]=2)[CH2:20][CH2:21][NH2:22])=[CH:15][CH:14]=1. No catalyst specified. The product is [F:12][C:13]1[CH:18]=[CH:17][C:16]([CH:19]([C:23]2[CH:24]=[CH:25][C:26]([F:29])=[CH:27][CH:28]=2)[CH2:20][CH2:21][NH:22][C:7](=[O:9])[C:6]2[CH:5]=[CH:4][C:3]([C:1]#[N:2])=[CH:11][CH:10]=2)=[CH:15][CH:14]=1. The yield is 0.986. (4) The reactants are C([O-])(O)=O.[Na+].[NH2:6][C@@H:7]([C:11]([OH:13])=[O:12])[C@H:8]([CH3:10])[OH:9].[C:14](Cl)(=[O:25])[O:15][CH2:16][CH2:17][CH2:18][C:19]1[CH:24]=[CH:23][CH:22]=[CH:21][CH:20]=1. The catalyst is C1COCC1.O.[Br-].C([N+](CCCC)(CCCC)CCCC)CCC. The product is [OH:9][C@@H:8]([CH3:10])[C@@H:7]([NH:6][C:14]([O:15][CH2:16][CH2:17][CH2:18][C:19]1[CH:24]=[CH:23][CH:22]=[CH:21][CH:20]=1)=[O:25])[C:11]([OH:13])=[O:12]. The yield is 0.180. (5) The reactants are [C:1]([O:5][C:6]([N:8]1[CH2:13][CH2:12][CH:11]([OH:14])[CH2:10][CH2:9]1)=[O:7])([CH3:4])([CH3:3])[CH3:2].[H-].[Na+].[CH2:17](I)[CH3:18]. The catalyst is CN(C=O)C. The product is [C:1]([O:5][C:6]([N:8]1[CH2:13][CH2:12][CH:11]([O:14][CH2:17][CH3:18])[CH2:10][CH2:9]1)=[O:7])([CH3:4])([CH3:2])[CH3:3]. The yield is 0.650.